This data is from Full USPTO retrosynthesis dataset with 1.9M reactions from patents (1976-2016). The task is: Predict the reactants needed to synthesize the given product. (1) The reactants are: Br[C:2]1[CH:9]=[CH:8][C:7]([CH:10]=[O:11])=[CH:6][C:3]=1[C:4]#[N:5].[CH:12]1([B-](F)(F)F)[CH2:14][CH2:13]1.[K+].C1(P(C2CCCCC2)C2C=CC=CC=2C2C(OC(C)C)=CC=CC=2OC(C)C)CCCCC1.[O-]P([O-])([O-])=O.[K+].[K+].[K+]. Given the product [CH:12]1([C:2]2[CH:9]=[CH:8][C:7]([CH:10]=[O:11])=[CH:6][C:3]=2[C:4]#[N:5])[CH2:14][CH2:13]1, predict the reactants needed to synthesize it. (2) Given the product [Cl:21][C:14]1[CH:15]=[C:16]([O:19][CH3:20])[CH:17]=[CH:18][C:13]=1[C:9]1[N:4]2[N:5]=[C:6]([CH3:8])[CH:7]=[C:2]([NH:27][CH:24]([CH2:25][CH3:26])[CH2:22][CH3:23])[C:3]2=[CH:11][C:10]=1[CH3:12], predict the reactants needed to synthesize it. The reactants are: Br[C:2]1[C:3]2[N:4]([C:9]([C:13]3[CH:18]=[CH:17][C:16]([O:19][CH3:20])=[CH:15][C:14]=3[Cl:21])=[C:10]([CH3:12])[CH:11]=2)[N:5]=[C:6]([CH3:8])[CH:7]=1.[CH2:22]([CH:24]([NH2:27])[CH2:25][CH3:26])[CH3:23].C1(PC2C=CC=CC=2)C=CC=CC=1.C([O-])([O-])=O.[Cs+].[Cs+].